From a dataset of Forward reaction prediction with 1.9M reactions from USPTO patents (1976-2016). Predict the product of the given reaction. (1) Given the reactants [CH3:1][C:2]1[N:19](S(C2C=CC=CC=2)(=O)=O)[C:5]2=[N:6][CH:7]=[CH:8][C:9](B3OC(C)(C)C(C)(C)O3)=[C:4]2[CH:3]=1.[O-]P([O-])([O-])=O.[K+].[K+].[K+].Br[C:38]1[CH:43]=[CH:42][C:41]([S:44]([NH:47][CH2:48][CH2:49][OH:50])(=[O:46])=[O:45])=[CH:40][CH:39]=1.[OH-].[Na+], predict the reaction product. The product is: [OH:50][CH2:49][CH2:48][NH:47][S:44]([C:41]1[CH:42]=[CH:43][C:38]([C:9]2[CH:8]=[CH:7][N:6]=[C:5]3[NH:19][C:2]([CH3:1])=[CH:3][C:4]=23)=[CH:39][CH:40]=1)(=[O:46])=[O:45]. (2) Given the reactants Cl[CH2:2][CH2:3][O:4][C:5]1[C:13]2[C:8](=[N:9][CH:10]=[N:11][C:12]=2[NH:14][C:15]2[CH:20]=[CH:19][C:18]([O:21][C:22]3[CH:23]=[N:24][C:25]([CH3:28])=[CH:26][CH:27]=3)=[C:17]([CH3:29])[CH:16]=2)[NH:7][N:6]=1.[NH:30]1[CH2:34][CH2:33][C@@H:32]([OH:35])[CH2:31]1, predict the reaction product. The product is: [CH3:29][C:17]1[CH:16]=[C:15]([NH:14][C:12]2[N:11]=[CH:10][N:9]=[C:8]3[NH:7][N:6]=[C:5]([O:4][CH2:3][CH2:2][N:30]4[CH2:34][CH2:33][C@@H:32]([OH:35])[CH2:31]4)[C:13]=23)[CH:20]=[CH:19][C:18]=1[O:21][C:22]1[CH:23]=[N:24][C:25]([CH3:28])=[CH:26][CH:27]=1. (3) Given the reactants N1C=CC=CC=1.Cl.CN(C)CCCN=C=NCC.[NH2:19][C:20]1[CH:25]=[CH:24][CH:23]=[CH:22][C:21]=1[OH:26].[N:27]1([C:33]2[N:34]=[C:35]([CH2:40][C:41]([O-])=[O:42])[NH:36][C:37](=[O:39])[CH:38]=2)[CH2:32][CH2:31][O:30][CH2:29][CH2:28]1.[Na+], predict the reaction product. The product is: [OH:26][C:21]1[CH:22]=[CH:23][CH:24]=[CH:25][C:20]=1[NH:19][C:41](=[O:42])[CH2:40][C:35]1[NH:36][C:37](=[O:39])[CH:38]=[C:33]([N:27]2[CH2:32][CH2:31][O:30][CH2:29][CH2:28]2)[N:34]=1.